Predict the product of the given reaction. From a dataset of Forward reaction prediction with 1.9M reactions from USPTO patents (1976-2016). Given the reactants C1(C)C=CC=CC=1.N(C([C:13]1[CH:14]=[N:15][CH:16]=[C:17]([CH:22]=1)[C:18]([O:20][CH3:21])=[O:19])=O)=[N+]=[N-].[C:23]1([C@H:33]([N:35]([CH2:43][C@@H:44]2[C@@H:48]([C:49]3[CH:54]=[CH:53][CH:52]=[CH:51][CH:50]=3)[CH2:47][NH:46][CH2:45]2)[C:36](=[O:42])[O:37][C:38]([CH3:41])([CH3:40])[CH3:39])[CH3:34])[C:32]2[C:27](=[CH:28][CH:29]=[CH:30][CH:31]=2)[CH:26]=[CH:25][CH:24]=1.C([N:57]([CH2:60]C)CC)C.C(OCC)(=[O:64])C, predict the reaction product. The product is: [C:38]([O:37][C:36]([N:35]([CH2:43][C@@H:44]1[C@@H:48]([C:49]2[CH:50]=[CH:51][CH:52]=[CH:53][CH:54]=2)[CH2:47][N:46]([C:60]([NH:57][C:13]2[CH:14]=[N:15][CH:16]=[C:17]([CH:22]=2)[C:18]([O:20][CH3:21])=[O:19])=[O:64])[CH2:45]1)[C@@H:33]([C:23]1[C:32]2[C:27](=[CH:28][CH:29]=[CH:30][CH:31]=2)[CH:26]=[CH:25][CH:24]=1)[CH3:34])=[O:42])([CH3:40])([CH3:41])[CH3:39].